This data is from Forward reaction prediction with 1.9M reactions from USPTO patents (1976-2016). The task is: Predict the product of the given reaction. Given the reactants Cl.[N:2]12[CH2:9][CH2:8][CH:5]([CH2:6][CH2:7]1)[C:4](=[O:10])[CH2:3]2.C([O-])([O-])=O.[Na+].[Na+].[Si:17]([Li])([CH3:20])([CH3:19])[CH3:18].[C-:22]#[C-:23].C([O-])(O)=O.[Na+], predict the reaction product. The product is: [CH3:18][Si:17]([C:22]#[C:23][C:4]1([OH:10])[CH:5]2[CH2:8][CH2:9][N:2]([CH2:7][CH2:6]2)[CH2:3]1)([CH3:20])[CH3:19].